This data is from Full USPTO retrosynthesis dataset with 1.9M reactions from patents (1976-2016). The task is: Predict the reactants needed to synthesize the given product. (1) Given the product [Si:32]([O:1][C@H:2]([CH2:24][O:25][C:26]1[CH:31]=[CH:30][CH:29]=[CH:28][CH:27]=1)[CH2:3][N:4]([CH2:12][C@H:13]1[CH2:22][CH2:21][C:20]2[C:15](=[CH:16][CH:17]=[C:18]([I:23])[CH:19]=2)[O:14]1)[C:5](=[O:11])[O:6][C:7]([CH3:10])([CH3:8])[CH3:9])([C:35]([CH3:38])([CH3:37])[CH3:36])([CH3:34])[CH3:33], predict the reactants needed to synthesize it. The reactants are: [OH:1][C@H:2]([CH2:24][O:25][C:26]1[CH:31]=[CH:30][CH:29]=[CH:28][CH:27]=1)[CH2:3][N:4]([CH2:12][C@H:13]1[CH2:22][CH2:21][C:20]2[C:15](=[CH:16][CH:17]=[C:18]([I:23])[CH:19]=2)[O:14]1)[C:5](=[O:11])[O:6][C:7]([CH3:10])([CH3:9])[CH3:8].[Si:32](Cl)([C:35]([CH3:38])([CH3:37])[CH3:36])([CH3:34])[CH3:33].N1C=CN=C1.O. (2) Given the product [C:25]([C:2]1[CH:3]=[C:4]2[C:9](=[C:10]([O:12][CH3:13])[CH:11]=1)[N:8]=[C:7]([NH:14][C:15]1[CH:20]=[CH:19][C:18]([S:21]([NH2:24])(=[O:23])=[O:22])=[CH:17][CH:16]=1)[N:6]=[CH:5]2)#[N:26], predict the reactants needed to synthesize it. The reactants are: Br[C:2]1[CH:3]=[C:4]2[C:9](=[C:10]([O:12][CH3:13])[CH:11]=1)[N:8]=[C:7]([NH:14][C:15]1[CH:20]=[CH:19][C:18]([S:21]([NH2:24])(=[O:23])=[O:22])=[CH:17][CH:16]=1)[N:6]=[CH:5]2.[CH3:25][N:26](C=O)C. (3) Given the product [ClH:27].[NH:8]1[CH2:9][CH:10]([S:12]([C:15]2[CH:16]=[CH:17][C:18]([C:21]3[C:26]([Cl:27])=[CH:25][C:24]([NH:28][C:29]4[N:33]=[C:32]([NH2:34])[NH:31][N:30]=4)=[CH:23][C:22]=3[C:35]([F:36])([F:38])[F:37])=[CH:19][CH:20]=2)(=[O:13])=[O:14])[CH2:11]1, predict the reactants needed to synthesize it. The reactants are: C(OC([N:8]1[CH2:11][CH:10]([S:12]([C:15]2[CH:20]=[CH:19][C:18]([C:21]3[C:26]([Cl:27])=[CH:25][C:24]([NH:28][C:29]4[N:33]=[C:32]([NH2:34])[NH:31][N:30]=4)=[CH:23][C:22]=3[C:35]([F:38])([F:37])[F:36])=[CH:17][CH:16]=2)(=[O:14])=[O:13])[CH2:9]1)=O)(C)(C)C.Cl. (4) The reactants are: C(N)(=O)C(C)=C.O=S1C2C(=CC=CC=2)CC2C=CC=CC1=2.Cl.NCCCNC(=O)C(C)=C.[CH3:33][C:34]1[CH:47]=[C:46]2[C:37]([S:38][C:39]3[CH:40]=[C:41]([C:49]([OH:51])=[O:50])[CH:42]=[CH:43][C:44]=3[C:45]2=[O:48])=[CH:36][CH:35]=1.[Cl-].Cl.NCCCNC(=O)C(C)=C.C(Cl)(Cl)Cl. Given the product [CH3:33][C:34]1[CH:47]=[C:46]2[C:37]([S:38][C:39]3[CH:40]=[C:41]([C:49]([OH:51])=[O:50])[CH:42]=[CH:43][C:44]=3[C:45]2=[O:48])=[CH:36][CH:35]=1, predict the reactants needed to synthesize it. (5) Given the product [OH:14][C:12]1[C:11]([C:15](=[O:17])[CH3:16])=[N:10][N:9]([C:5]2[CH:6]=[CH:7][CH:8]=[C:3]([O:2][CH3:1])[CH:4]=2)[CH:13]=1, predict the reactants needed to synthesize it. The reactants are: [CH3:1][O:2][C:3]1[CH:4]=[C:5]([NH:9][N:10]=[CH:11][C:12](=[O:14])[CH3:13])[CH:6]=[CH:7][CH:8]=1.[C:15](O)(=[O:17])[CH3:16].C(C=O)=O. (6) Given the product [Cl:30][C:24]1[C:25]([Cl:29])=[CH:26][CH:27]=[CH:28][C:23]=1[N:20]1[CH2:19][CH2:18][N:17]([CH2:16][CH2:15][CH2:14][CH2:13][CH2:12][C:4]2[CH:5]=[CH:6][C:7]3[C:8]([CH3:10])([CH3:9])[O:11][C:38](=[O:39])[NH:1][C:2]=3[N:3]=2)[CH2:22][CH2:21]1, predict the reactants needed to synthesize it. The reactants are: [NH2:1][C:2]1[C:7]([C:8]([OH:11])([CH3:10])[CH3:9])=[CH:6][CH:5]=[C:4]([CH2:12][CH2:13][CH2:14][CH2:15][CH2:16][N:17]2[CH2:22][CH2:21][N:20]([C:23]3[CH:28]=[CH:27][CH:26]=[C:25]([Cl:29])[C:24]=3[Cl:30])[CH2:19][CH2:18]2)[N:3]=1.CCN(CC)CC.[C:38](Cl)(Cl)=[O:39].CO. (7) Given the product [OH:31][C:32]1[N:37]=[C:36]([NH:38][C:39]([C:41]2[CH:42]=[N:43][N:44]3[CH:49]=[CH:48][C:47]([C:50]4[CH:55]=[CH:54][CH:53]=[CH:52][C:51]=4[C:56]([F:59])([F:58])[F:57])=[N:46][C:45]=23)=[O:40])[CH:35]=[CH:34][CH:33]=1, predict the reactants needed to synthesize it. The reactants are: OC1N=C(NC(C2C=NN3C=CC(C4C=CC=CC=4OC(F)(F)F)=NC=23)=O)C=CC=1.[OH:31][C:32]1[N:37]=[C:36]([NH:38][C:39]([C:41]2[C:42](C)=[N:43][N:44]3[CH:49]=[CH:48][C:47]([C:50]4[CH:55]=[CH:54][CH:53]=[CH:52][C:51]=4[C:56]([F:59])([F:58])[F:57])=[N:46][C:45]=23)=[O:40])[CH:35]=[CH:34][CH:33]=1.OC1N=CN=C(NC(C2C=NN3C=CC(C4C=CC=CC=4OC(F)(F)F)=NC=23)=O)C=1.OC1N=CC(C(NC2C=NN3C=CC(C4C=CC=CC=4C(F)(F)F)=NC=23)=O)=NC=1.OC1C=C(NC(C2C=NN3C=CC(C4C=CC=CC=4OC(F)(F)F)=NC=23)=O)C=CN=1.